This data is from Catalyst prediction with 721,799 reactions and 888 catalyst types from USPTO. The task is: Predict which catalyst facilitates the given reaction. (1) Product: [Cl:16][C:13]1[CH:14]=[N:15][C:4]2[N:3]=[C:2]([N:17]3[CH2:20][CH:19]([N:21]([CH3:29])[C:22](=[O:28])[O:23][C:24]([CH3:25])([CH3:26])[CH3:27])[CH2:18]3)[N:7]3[N:8]=[C:9]([CH3:11])[N:10]=[C:6]3[C:5]=2[CH:12]=1. The catalyst class is: 3. Reactant: Cl[C:2]1[N:7]2[N:8]=[C:9]([CH3:11])[N:10]=[C:6]2[C:5]2[CH:12]=[C:13]([Cl:16])[CH:14]=[N:15][C:4]=2[N:3]=1.[NH:17]1[CH2:20][CH:19]([N:21]([CH3:29])[C:22](=[O:28])[O:23][C:24]([CH3:27])([CH3:26])[CH3:25])[CH2:18]1. (2) Product: [C:25]([O:24][C:22]([N:19]1[CH2:20][CH2:21][N:16]([CH2:15][C:14]([N:11]2[C:12]3[C:8](=[CH:7][CH:6]=[C:5]([C:3](=[O:2])[NH:32][CH3:31])[CH:13]=3)[CH2:9][CH2:10]2)=[O:30])[CH2:17][C@H:18]1[CH3:29])=[O:23])([CH3:27])([CH3:26])[CH3:28]. Reactant: C[O:2][C:3]([C:5]1[CH:13]=[C:12]2[C:8]([CH2:9][CH2:10][N:11]2[C:14](=[O:30])[CH2:15][N:16]2[CH2:21][CH2:20][N:19]([C:22]([O:24][C:25]([CH3:28])([CH3:27])[CH3:26])=[O:23])[C@H:18]([CH3:29])[CH2:17]2)=[CH:7][CH:6]=1)=O.[CH3:31][NH2:32]. The catalyst class is: 5. (3) Reactant: C([O:4]C1C=CC(O)=CC=1)CC.[Cl:12][C:13]1[CH:31]=[CH:30][C:16]([C:17]([N:19]2[CH2:22][C:21]([CH2:28]Cl)([C:23]([O:25]CC)=[O:24])[CH2:20]2)=[O:18])=[CH:15][CH:14]=1.C(=O)([O-])[O-].[Cs+].[Cs+].O. Product: [Cl:12][C:13]1[CH:31]=[CH:30][C:16]([C:17]([N:19]2[CH2:22][C:21]([CH2:28][OH:4])([C:23]([OH:25])=[O:24])[CH2:20]2)=[O:18])=[CH:15][CH:14]=1. The catalyst class is: 9. (4) Reactant: [NH2:1][C@@H:2]1[CH2:6][CH2:5][N:4]([C:7]2[CH:14]=[C:13]([Cl:15])[CH:12]=[CH:11][C:8]=2[CH:9]=[O:10])[CH2:3]1.[Cl:16][CH2:17][CH2:18][CH2:19][C:20](Cl)=[O:21].C(Cl)Cl.C(N(CC)CC)C. Product: [Cl:16][CH2:17][CH2:18][CH2:19][C:20]([NH:1][C@@H:2]1[CH2:6][CH2:5][N:4]([C:7]2[CH:14]=[C:13]([Cl:15])[CH:12]=[CH:11][C:8]=2[CH:9]=[O:10])[CH2:3]1)=[O:21]. The catalyst class is: 6. (5) Reactant: S([O-])([O:4][CH2:5][C:6]([O:15][CH2:16][CH2:17][CH2:18][CH2:19][CH2:20][CH3:21])([O:8][CH2:9][CH2:10][CH2:11][CH2:12][CH2:13][CH3:14])[CH3:7])(=O)=O.[Na+].[CH2:24]([OH:30])[CH2:25][CH2:26][CH2:27][CH2:28][CH3:29].O. Product: [CH2:9]([O:8][C:6]([O:15][CH2:16][CH2:17][CH2:18][CH2:19][CH2:20][CH3:21])([CH3:7])[C:5]([O:30][CH2:24][CH2:25][CH2:26][CH2:27][CH2:28][CH3:29])=[O:4])[CH2:10][CH2:11][CH2:12][CH2:13][CH3:14]. The catalyst class is: 11. (6) Product: [N+:5]([CH2:8][C@@H:9]([C:10]1[CH:15]=[CH:14][CH:13]=[CH:12][CH:11]=1)[C:1](=[O:4])[CH2:2][CH3:3])([O-:7])=[O:6]. The catalyst class is: 22. Reactant: [CH:1](=[O:4])[CH2:2][CH3:3].[N+:5](/[CH:8]=[CH:9]/[C:10]1[CH:15]=[CH:14][CH:13]=[CH:12][CH:11]=1)([O-:7])=[O:6].CCOCC.[Na+].[Cl-]. (7) Product: [C:11]1([S:17][C:2]2[CH:7]=[CH:6][CH:5]=[CH:4][C:3]=2[NH2:8])[CH:16]=[CH:15][CH:14]=[CH:13][CH:12]=1. Reactant: F[C:2]1[CH:7]=[CH:6][CH:5]=[CH:4][C:3]=1[N+:8]([O-])=O.[C:11]1([SH:17])[CH:16]=[CH:15][CH:14]=[CH:13][CH:12]=1.Cl.O.O.[Sn](Cl)Cl. The catalyst class is: 531. (8) Reactant: [Cl:1][C:2]1[N:7]=[C:6](Cl)[CH:5]=[CH:4][N:3]=1.[OH:9][C:10]1[CH:14]=[CH:13][S:12][C:11]=1[C:15]([O:17][CH3:18])=[O:16].C(=O)([O-])[O-].[K+].[K+].C(O)(=O)CC(CC(O)=O)(C(O)=O)O. Product: [Cl:1][C:2]1[N:7]=[C:6]([O:9][C:10]2[CH:14]=[CH:13][S:12][C:11]=2[C:15]([O:17][CH3:18])=[O:16])[CH:5]=[CH:4][N:3]=1. The catalyst class is: 3.